From a dataset of Catalyst prediction with 721,799 reactions and 888 catalyst types from USPTO. Predict which catalyst facilitates the given reaction. (1) The catalyst class is: 2. Reactant: C(N(CC)CC)C.[C:8](Cl)([C:21]1[CH:26]=[CH:25][CH:24]=[CH:23][CH:22]=1)([C:15]1[CH:20]=[CH:19][CH:18]=[CH:17][CH:16]=1)[C:9]1[CH:14]=[CH:13][CH:12]=[CH:11][CH:10]=1.[CH3:28][C:29]([CH3:38])([CH3:37])[CH2:30][C:31]1[N:32]=[C:33]([CH3:36])[NH:34][CH:35]=1. Product: [CH3:28][C:29]([CH3:38])([CH3:37])[CH2:30][C:31]1[N:32]=[C:33]([CH3:36])[N:34]([C:8]([C:21]2[CH:26]=[CH:25][CH:24]=[CH:23][CH:22]=2)([C:15]2[CH:20]=[CH:19][CH:18]=[CH:17][CH:16]=2)[C:9]2[CH:14]=[CH:13][CH:12]=[CH:11][CH:10]=2)[CH:35]=1. (2) Reactant: [CH2:1]([NH2:5])[CH2:2][CH:3]=[CH2:4].[CH:6](=O)[C:7]1[CH:12]=[CH:11][CH:10]=[CH:9][CH:8]=1. Product: [CH:6](=[N:5]/[CH2:1][CH2:2][CH:3]=[CH2:4])\[C:7]1[CH:12]=[CH:11][CH:10]=[CH:9][CH:8]=1. The catalyst class is: 5. (3) Reactant: [Br:1][C:2]1[CH:3]=[C:4]([C:9]([NH:11][C:12]2[CH:17]=[CH:16][CH:15]=[C:14]([Cl:18])[C:13]=2[Cl:19])=O)[C:5]([Cl:8])=[N:6][CH:7]=1.P(Cl)(Cl)(Cl)(Cl)[Cl:21]. Product: [Br:1][C:2]1[CH:3]=[C:4]([C:9]([Cl:21])=[N:11][C:12]2[CH:17]=[CH:16][CH:15]=[C:14]([Cl:18])[C:13]=2[Cl:19])[C:5]([Cl:8])=[N:6][CH:7]=1. The catalyst class is: 48. (4) Reactant: C([O-])=O.[NH4+].Cl[C:6]1[C:15]2[O:14][CH:13]([CH3:16])[N:12]([CH3:17])[C:11](=[O:18])[C:10]=2[CH:9]=[CH:8][C:7]=1[O:19][C:20]1[CH:21]=[C:22]([CH:32]=[C:33]([O:35][C@@H:36]([CH3:40])[CH2:37][O:38][CH3:39])[CH:34]=1)[C:23]([NH:25][C:26]1[CH:30]=[CH:29][N:28]([CH3:31])[N:27]=1)=[O:24]. Product: [CH3:16][CH:13]1[N:12]([CH3:17])[C:11](=[O:18])[C:10]2[CH:9]=[CH:8][C:7]([O:19][C:20]3[CH:21]=[C:22]([CH:32]=[C:33]([O:35][C@@H:36]([CH3:40])[CH2:37][O:38][CH3:39])[CH:34]=3)[C:23]([NH:25][C:26]3[CH:30]=[CH:29][N:28]([CH3:31])[N:27]=3)=[O:24])=[CH:6][C:15]=2[O:14]1. The catalyst class is: 29. (5) Reactant: [Cl:1][C:2]1[N:10]([CH2:11][CH:12]=[CH2:13])[C:9]2[C:8](=[O:14])[NH:7][C:6](=[O:15])[NH:5][C:4]=2[N:3]=1.C(=O)([O-])[O-].[Na+].[Na+].[F:22][C:23]([F:27])([F:26])[CH2:24]I. The catalyst class is: 3. Product: [Cl:1][C:2]1[N:10]([CH2:11][CH:12]=[CH2:13])[C:9]2[C:8](=[O:14])[NH:7][C:6](=[O:15])[N:5]([CH2:24][C:23]([F:27])([F:26])[F:22])[C:4]=2[N:3]=1. (6) Reactant: [Cl:1][C:2]1[CH:12]=[CH:11][C:5]2[CH2:6][CH2:7][NH:8][CH2:9][CH2:10][C:4]=2[C:3]=1[NH:13][CH2:14][C:15]1[CH:16]=[N:17][C:18]([S:21]([CH2:24][C:25]([CH3:28])([CH3:27])[CH3:26])(=[O:23])=[O:22])=[CH:19][CH:20]=1.[C:29]([OH:36])(=[O:35])[CH2:30][CH2:31][C:32]([OH:34])=[O:33]. Product: [C:29]([OH:36])(=[O:35])[CH2:30][CH2:31][C:32]([OH:34])=[O:33].[Cl:1][C:2]1[CH:12]=[CH:11][C:5]2[CH2:6][CH2:7][NH:8][CH2:9][CH2:10][C:4]=2[C:3]=1[NH:13][CH2:14][C:15]1[CH:16]=[N:17][C:18]([S:21]([CH2:24][C:25]([CH3:28])([CH3:27])[CH3:26])(=[O:23])=[O:22])=[CH:19][CH:20]=1. The catalyst class is: 5. (7) Reactant: C(N(CC)CC)C.[Cl:8][C:9]1[CH:17]=[C:16]2[C:12]([C:13]([CH:25]=[O:26])=[CH:14][N:15]2C(OC(C)(C)C)=O)=[CH:11][CH:10]=1.[CH:27](=[N:34][C:35]1[CH:40]=[CH:39][N:38]=[C:37]([O:41][CH3:42])[CH:36]=1)[C:28]1[CH:33]=[CH:32][CH:31]=[CH:30][CH:29]=1. Product: [Cl:8][C:9]1[CH:17]=[C:16]2[C:12]([C:13]([C:25](=[O:26])[CH:27]([NH:34][C:35]3[CH:40]=[CH:39][N:38]=[C:37]([O:41][CH3:42])[CH:36]=3)[C:28]3[CH:29]=[CH:30][CH:31]=[CH:32][CH:33]=3)=[CH:14][NH:15]2)=[CH:11][CH:10]=1. The catalyst class is: 433. (8) Reactant: [NH2:1][C:2]1[CH:6]=[C:5]([C:7]2[CH:12]=[CH:11][CH:10]=[CH:9][CH:8]=2)[NH:4][N:3]=1.[CH2:13]([O:15][C:16]([N:18]=[C:19]=[S:20])=[O:17])[CH3:14]. Product: [C:7]1([C:5]2[CH:6]=[C:2]([NH:1][C:19]([NH:18][C:16](=[O:17])[O:15][CH2:13][CH3:14])=[S:20])[NH:3][N:4]=2)[CH:12]=[CH:11][CH:10]=[CH:9][CH:8]=1. The catalyst class is: 11. (9) Reactant: [C:12]([O:11][C:9](O[C:9]([O:11][C:12]([CH3:15])([CH3:14])[CH3:13])=[O:10])=[O:10])([CH3:15])([CH3:14])[CH3:13].CCN(C(C)C)C(C)C.Br.[NH2:26][CH2:27][CH2:28][Br:29]. Product: [C:12]([O:11][C:9](=[O:10])[NH:26][CH2:27][CH2:28][Br:29])([CH3:13])([CH3:14])[CH3:15]. The catalyst class is: 8. (10) Reactant: [NH3:1].[Cl:2][C:3]1[C:12]([C:13](Cl)=[O:14])=[C:11]([S:16]([CH3:19])(=[O:18])=[O:17])[CH:10]=[CH:9][C:4]=1[C:5]([O:7][CH3:8])=[O:6]. Product: [NH2:1][C:13]([C:12]1[C:3]([Cl:2])=[C:4]([CH:9]=[CH:10][C:11]=1[S:16]([CH3:19])(=[O:18])=[O:17])[C:5]([O:7][CH3:8])=[O:6])=[O:14]. The catalyst class is: 12.